Dataset: Catalyst prediction with 721,799 reactions and 888 catalyst types from USPTO. Task: Predict which catalyst facilitates the given reaction. (1) Reactant: [CH3:1][C:2]1([CH3:25])[O:6][CH:5]([CH2:7][O:8][C:9]2[CH:14]=[CH:13][C:12]([C:15]3[O:19][N:18]=[C:17]([C:20]([O:22]CC)=[O:21])[CH:16]=3)=[CH:11][CH:10]=2)[CH2:4][O:3]1.[OH-].[K+].Cl. Product: [CH3:1][C:2]1([CH3:25])[O:6][C@@H:5]([CH2:7][O:8][C:9]2[CH:14]=[CH:13][C:12]([C:15]3[O:19][N:18]=[C:17]([C:20]([OH:22])=[O:21])[CH:16]=3)=[CH:11][CH:10]=2)[CH2:4][O:3]1. The catalyst class is: 36. (2) Reactant: C[O:2][C:3](=[O:23])[CH:4]([C:11]1[CH:16]=[CH:15][C:14]([C:17]#[C:18][CH2:19][N:20]([CH3:22])[CH3:21])=[CH:13][CH:12]=1)[CH2:5][CH:6]1[CH2:10][CH2:9][CH2:8][CH2:7]1.[OH-].[Li+]. Product: [CH:6]1([CH2:5][CH:4]([C:11]2[CH:16]=[CH:15][C:14]([C:17]#[C:18][CH2:19][N:20]([CH3:22])[CH3:21])=[CH:13][CH:12]=2)[C:3]([OH:23])=[O:2])[CH2:10][CH2:9][CH2:8][CH2:7]1. The catalyst class is: 24. (3) Reactant: C([O:8][C:9]1[CH:14]=[CH:13][C:12]([C:15]2[C:16](=[O:25])[N:17]([CH2:21][CH:22]([F:24])[F:23])[CH:18]=[CH:19][CH:20]=2)=[CH:11][CH:10]=1)C1C=CC=CC=1. Product: [F:24][CH:22]([F:23])[CH2:21][N:17]1[CH:18]=[CH:19][CH:20]=[C:15]([C:12]2[CH:13]=[CH:14][C:9]([OH:8])=[CH:10][CH:11]=2)[C:16]1=[O:25]. The catalyst class is: 19. (4) Reactant: [Br:1][C:2]1[C:3]2[N:4]([C:12]([C:15]([OH:17])=O)=[CH:13][N:14]=2)[CH:5]=[C:6]([C:8]([F:11])([F:10])[F:9])[CH:7]=1.CN(C(ON1N=NC2C=CC=NC1=2)=[N+](C)C)C.F[P-](F)(F)(F)(F)F.Cl.[CH:43]12[NH:50][CH:47]([CH2:48][CH2:49]1)[CH2:46][O:45][CH2:44]2.C(=O)(O)[O-].[Na+]. Product: [CH:47]12[N:50]([C:15]([C:12]3[N:4]4[CH:5]=[C:6]([C:8]([F:9])([F:10])[F:11])[CH:7]=[C:2]([Br:1])[C:3]4=[N:14][CH:13]=3)=[O:17])[CH:43]([CH2:49][CH2:48]1)[CH2:44][O:45][CH2:46]2. The catalyst class is: 338.